From a dataset of Catalyst prediction with 721,799 reactions and 888 catalyst types from USPTO. Predict which catalyst facilitates the given reaction. (1) Reactant: [Cl:1][C:2]1[CH:21]=[CH:20][C:19]([O:22][CH2:23][CH2:24]Cl)=[CH:18][C:3]=1[C:4]([NH:6][CH2:7][C:8]12[CH2:17][CH:12]3[CH2:13][CH:14]([CH2:16][CH:10]([CH2:11]3)[CH2:9]1)[CH2:15]2)=[O:5].C(N(CC)C(C)C)(C)C.[I-].[Na+].[NH2:37][CH2:38][CH2:39][CH2:40][OH:41]. Product: [Cl:1][C:2]1[CH:21]=[CH:20][C:19]([O:22][CH2:23][CH2:24][NH:37][CH2:38][CH2:39][CH2:40][OH:41])=[CH:18][C:3]=1[C:4]([NH:6][CH2:7][C:8]12[CH2:15][CH:14]3[CH2:13][CH:12]([CH2:11][CH:10]([CH2:16]3)[CH2:9]1)[CH2:17]2)=[O:5]. The catalyst class is: 51. (2) Reactant: [F:1][C:2]1[CH:39]=[CH:38][CH:37]=[C:36]([F:40])[C:3]=1[CH2:4][O:5][C:6]1[C:7]2[N:8]([C:13]([C:17]([NH:19][CH2:20][C:21]([NH:25][C:26](=[O:35])[O:27]CC3C=CC=CC=3)([CH3:24])[CH2:22][F:23])=[O:18])=[C:14]([CH3:16])[N:15]=2)[CH:9]=[C:10]([CH3:12])[CH:11]=1. Product: [CH:26]([OH:35])=[O:27].[NH2:25][C:21]([CH3:24])([CH2:22][F:23])[CH2:20][NH:19][C:17]([C:13]1[N:8]2[CH:9]=[C:10]([CH3:12])[CH:11]=[C:6]([O:5][CH2:4][C:3]3[C:2]([F:1])=[CH:39][CH:38]=[CH:37][C:36]=3[F:40])[C:7]2=[N:15][C:14]=1[CH3:16])=[O:18]. The catalyst class is: 421. (3) Reactant: [C:1]([CH2:9][CH2:10][C:11]([O:13][CH3:14])=[O:12])(=O)[C:2]1[CH:7]=[CH:6][CH:5]=[CH:4][CH:3]=1.Cl.[NH2:16][OH:17].C([O-])(=O)C.[Na+]. Product: [OH:17]/[N:16]=[C:1](/[C:2]1[CH:7]=[CH:6][CH:5]=[CH:4][CH:3]=1)\[CH2:9][CH2:10][C:11]([O:13][CH3:14])=[O:12]. The catalyst class is: 5. (4) Reactant: [CH2:1]([N:8]1[CH2:17][CH2:16][C:15]2[C:14](Cl)=[N:13][CH:12]=[N:11][C:10]=2[CH2:9]1)[C:2]1[CH:7]=[CH:6][CH:5]=[CH:4][CH:3]=1.[F:19][C:20]([F:29])([F:28])[C:21]1[CH:27]=[CH:26][C:24]([NH2:25])=[CH:23][CH:22]=1.CC(C)([O-])C.[Na+]. Product: [CH2:1]([N:8]1[CH2:17][CH2:16][C:15]2[C:14]([NH:25][C:24]3[CH:26]=[CH:27][C:21]([C:20]([F:19])([F:28])[F:29])=[CH:22][CH:23]=3)=[N:13][CH:12]=[N:11][C:10]=2[CH2:9]1)[C:2]1[CH:7]=[CH:6][CH:5]=[CH:4][CH:3]=1. The catalyst class is: 558. (5) Product: [ClH:16].[NH2:2][CH2:1][C:3]1[CH:8]=[CH:7][C:6]([F:9])=[CH:5][C:4]=1[O:10][C:11](=[O:15])[N:12]([CH3:13])[CH3:14]. Reactant: [C:1]([C:3]1[CH:8]=[CH:7][C:6]([F:9])=[CH:5][C:4]=1[O:10][C:11](=[O:15])[N:12]([CH3:14])[CH3:13])#[N:2].[ClH:16].[H][H]. The catalyst class is: 604.